Task: Regression. Given a peptide amino acid sequence and an MHC pseudo amino acid sequence, predict their binding affinity value. This is MHC class II binding data.. Dataset: Peptide-MHC class II binding affinity with 134,281 pairs from IEDB (1) The peptide sequence is KKPIAVGGLLMMLVSVA. The MHC is HLA-DQA10102-DQB10501 with pseudo-sequence HLA-DQA10102-DQB10501. The binding affinity (normalized) is 0.699. (2) The peptide sequence is KLIEKINAGFKAALAAAAGV. The MHC is HLA-DPA10201-DPB11401 with pseudo-sequence HLA-DPA10201-DPB11401. The binding affinity (normalized) is 0.487. (3) The peptide sequence is SGCWYGMEIRPQRHDEK. The MHC is DRB1_0301 with pseudo-sequence DRB1_0301. The binding affinity (normalized) is 0.0656. (4) The peptide sequence is LRKVKRVVASLMRGLHHHHHH. The MHC is DRB1_0404 with pseudo-sequence DRB1_0404. The binding affinity (normalized) is 0.640. (5) The peptide sequence is LKAMTADQEVPEKPDS. The MHC is DRB5_0101 with pseudo-sequence DRB5_0101. The binding affinity (normalized) is 0.